This data is from Full USPTO retrosynthesis dataset with 1.9M reactions from patents (1976-2016). The task is: Predict the reactants needed to synthesize the given product. (1) Given the product [CH:53](=[C:54]1/[C:55](=[O:56])[O:57][C@@H:58]([CH3:59])[C@@H:60]/1[CH:61]=[CH2:62])/[C:47]1[CH:52]=[CH:51][CH:50]=[CH:49][CH:48]=1, predict the reactants needed to synthesize it. The reactants are: C1C=CC(P(C2C=CC3C(=CC=CC=3)C=2C2C3C(=CC=CC=3)C=CC=2P(C2C=CC=CC=2)C2C=CC=CC=2)C2C=CC=CC=2)=CC=1.[C:47]1([C:53]#[C:54][C:55]([O:57][CH:58](/[CH:60]=[CH:61]\[CH3:62])[CH3:59])=[O:56])[CH:52]=[CH:51][CH:50]=[CH:49][CH:48]=1. (2) Given the product [Si:5]([O:4][CH2:3][CH2:2][N:18]1[CH2:17][CH2:16][N:15]([C:19]([O:21][C:22]([CH3:24])([CH3:23])[CH3:25])=[O:20])[CH2:14][C:13]1=[O:12])([C:8]([CH3:11])([CH3:10])[CH3:9])([CH3:7])[CH3:6], predict the reactants needed to synthesize it. The reactants are: Br[CH2:2][CH2:3][O:4][Si:5]([C:8]([CH3:11])([CH3:10])[CH3:9])([CH3:7])[CH3:6].[O:12]=[C:13]1[NH:18][CH2:17][CH2:16][N:15]([C:19]([O:21][C:22]([CH3:25])([CH3:24])[CH3:23])=[O:20])[CH2:14]1.[OH-].[K+]. (3) The reactants are: [CH3:1][O:2][C:3]1[CH:4]=[C:5]([N:12]2[CH2:17][CH2:16][CH:15]([N:18]3[CH2:23][CH2:22][CH2:21][CH2:20][CH2:19]3)[CH2:14][CH2:13]2)[CH:6]=[CH:7][C:8]=1[N+:9]([O-])=O.[BH4-].[Na+]. Given the product [N:18]1([CH:15]2[CH2:16][CH2:17][N:12]([C:5]3[CH:6]=[CH:7][C:8]([NH2:9])=[C:3]([O:2][CH3:1])[CH:4]=3)[CH2:13][CH2:14]2)[CH2:23][CH2:22][CH2:21][CH2:20][CH2:19]1, predict the reactants needed to synthesize it. (4) Given the product [F:1][C:2]1[CH:7]=[CH:6][CH:5]=[CH:4][C:3]=1[CH2:8][O:9][C:10]1[CH:15]=[CH:14][C:13]([C@H:16]2[CH2:20][CH2:19][C@:18]3([CH2:24][CH2:23][N:22]([CH3:36])[C:21]3=[O:25])[N:17]2[C:26]([O:28][C:29]([CH3:32])([CH3:31])[CH3:30])=[O:27])=[CH:12][CH:11]=1, predict the reactants needed to synthesize it. The reactants are: [F:1][C:2]1[CH:7]=[CH:6][CH:5]=[CH:4][C:3]=1[CH2:8][O:9][C:10]1[CH:15]=[CH:14][C:13]([C@H:16]2[CH2:20][CH2:19][C@:18]3([CH2:24][CH2:23][NH:22][C:21]3=[O:25])[N:17]2[C:26]([O:28][C:29]([CH3:32])([CH3:31])[CH3:30])=[O:27])=[CH:12][CH:11]=1.[H-].[Na+].I[CH3:36].O. (5) The reactants are: [Cl:1][C:2]1[CH:17]=[C:16]([N+:18]([O-:20])=[O:19])[CH:15]=[CH:14][C:3]=1[O:4][C:5]1[CH:13]=[CH:12][CH:11]=[C:10]2[C:6]=1[CH:7]=[CH:8][NH:9]2.Br[CH2:22][CH:23]1[CH2:25][CH2:24]1.C(=O)([O-])[O-].[K+].[K+].[Cl-].[NH4+]. Given the product [Cl:1][C:2]1[CH:17]=[C:16]([N+:18]([O-:20])=[O:19])[CH:15]=[CH:14][C:3]=1[O:4][C:5]1[CH:13]=[CH:12][CH:11]=[C:10]2[C:6]=1[CH:7]=[CH:8][N:9]2[CH2:22][CH:23]1[CH2:25][CH2:24]1, predict the reactants needed to synthesize it. (6) Given the product [CH3:11][N:10]([C:8]([O:9][N:15]1[N:76]=[N:68][C:69]2[CH:16]=[CH:17][CH:18]=[N:13][C:14]1=2)=[N+:48]([CH3:49])[CH3:50])[CH3:12].[F:24][P-:25]([F:30])([F:29])([F:28])([F:27])[F:26].[CH:38]1[CH:37]=[N:2][C:35]2[N:31]([OH:40])[N:32]=[N:33][C:34]=2[CH:39]=1, predict the reactants needed to synthesize it. The reactants are: C[N:2](C(N=N[C:8]([N:10]([CH3:12])[CH3:11])=[O:9])=O)C.[N:13]1[CH:18]=[CH:17][CH:16]=[N:15][CH:14]=1.C(NCC)C.[F:24][P-:25]([F:30])([F:29])([F:28])([F:27])[F:26].[N:31]1([O:40][P+]([N:48]([CH3:50])[CH3:49])(N(C)C)N(C)C)[C:35]2C=[CH:37][CH:38]=[CH:39][C:34]=2[N:33]=[N:32]1.C1CN([P+](O[N:68]2[N:76]=NC3C=CC=C[C:69]2=3)(N2CCCC2)N2CCCC2)CC1.F[P-](F)(F)(F)(F)F. (7) Given the product [Cl:1][C:2]1[CH:7]=[C:6]([O:33][CH3:32])[CH:5]=[CH:4][C:3]=1[C:9]1[C:10]2[N:11]([N:15]=[C:16]([NH:18][CH:19]3[CH2:24][CH2:23][N:22]([C:25]4[CH:30]=[CH:29][N:28]=[C:27]([O:36][CH3:35])[N:26]=4)[CH2:21][CH2:20]3)[N:17]=2)[CH:12]=[CH:13][CH:14]=1, predict the reactants needed to synthesize it. The reactants are: [Cl:1][C:2]1[CH:7]=[C:6](F)[CH:5]=[CH:4][C:3]=1[C:9]1[C:10]2[N:11]([N:15]=[C:16]([NH:18][CH:19]3[CH2:24][CH2:23][N:22]([C:25]4[CH:30]=[CH:29][N:28]=[C:27](Cl)[N:26]=4)[CH2:21][CH2:20]3)[N:17]=2)[CH:12]=[CH:13][CH:14]=1.[CH3:32][O-:33].[Na+].[CH3:35][OH:36].